Dataset: Forward reaction prediction with 1.9M reactions from USPTO patents (1976-2016). Task: Predict the product of the given reaction. Given the reactants CN(C)C=O.C(=O)([O-])[O-].[K+].[K+].I[C:13]1[C:18]([O:19][C:20]2[C:29]3[C:24](=[CH:25][C:26]([O:32][CH3:33])=[C:27]([O:30][CH3:31])[CH:28]=3)[N:23]=[CH:22][CH:21]=2)=[CH:17][CH:16]=[C:15]([CH3:34])[N:14]=1.[OH:35][C:36]1[CH:41]=[CH:40][C:39](B(O)O)=[CH:38][CH:37]=1, predict the reaction product. The product is: [CH3:31][O:30][C:27]1[CH:28]=[C:29]2[C:24](=[CH:25][C:26]=1[O:32][CH3:33])[N:23]=[CH:22][CH:21]=[C:20]2[O:19][C:18]1[C:13]([C:39]2[CH:40]=[CH:41][C:36]([OH:35])=[CH:37][CH:38]=2)=[N:14][C:15]([CH3:34])=[CH:16][CH:17]=1.